This data is from Forward reaction prediction with 1.9M reactions from USPTO patents (1976-2016). The task is: Predict the product of the given reaction. (1) Given the reactants [O:1]1[CH2:6][CH2:5][O:4][C:3]2[CH:7]=[C:8]([C:11]([OH:13])=O)[CH:9]=[CH:10][C:2]1=2.C1C=CC2N(O)N=[N:20]C=2C=1.N.CCN=C=NCCCN(C)C.Cl.O, predict the reaction product. The product is: [O:1]1[CH2:6][CH2:5][O:4][C:3]2[CH:7]=[C:8]([C:11]([NH2:20])=[O:13])[CH:9]=[CH:10][C:2]1=2. (2) Given the reactants [CH:1]([O:4][C:5]1[S:6][CH:7]=[CH:8][CH:9]=1)([CH3:3])[CH3:2].C([Li])CCC.CN(C)[CH:17]=[O:18].Cl, predict the reaction product. The product is: [CH:1]([O:4][C:5]1[S:6][C:7]([CH:17]=[O:18])=[CH:8][CH:9]=1)([CH3:3])[CH3:2]. (3) Given the reactants C(=O)([O-])[O-].[K+].[K+].[CH2:7]([OH:10])[CH2:8]O.I[C:12]1[CH:13]=[C:14](C)[CH:15]=[C:16]([CH3:18])[CH:17]=1.C1([SH:26])C=CC=CC=1.[CH3:27][CH2:28][CH2:29][CH2:30][CH2:31][CH2:27][CH2:28][CH2:29][CH2:30][CH2:31]CC, predict the reaction product. The product is: [C:16]1([C:18]23[S:26][C:7]2([OH:10])[CH:8]=[C:30]([CH3:31])[CH:29]=[C:28]3[CH3:27])[CH:17]=[CH:12][CH:13]=[CH:14][CH:15]=1. (4) The product is: [Cl:15][C:4]1[C:5]([N+:9]([O-:11])=[O:10])=[C:6]([CH3:8])[CH:7]=[C:2]([Cl:1])[N:3]=1. Given the reactants [Cl:1][C:2]1[CH:7]=[C:6]([CH3:8])[C:5]([N+:9]([O-:11])=[O:10])=[CH:4][N+:3]=1[O-].O=P(Cl)(Cl)[Cl:15], predict the reaction product. (5) Given the reactants [N:1]1[C:10]2[C:9](=O)[CH2:8][CH2:7][CH2:6][C:5]=2[CH:4]=[CH:3][CH:2]=1.[C:12]([O:16][C:17](=[O:24])[NH:18][CH2:19][CH2:20][CH2:21][CH2:22][NH2:23])([CH3:15])([CH3:14])[CH3:13].C(O)(=O)C.C(O[BH-](OC(=O)C)OC(=O)C)(=O)C.[Na+], predict the reaction product. The product is: [N:1]1[C:10]2[CH:9]([NH:23][CH2:22][CH2:21][CH2:20][CH2:19][NH:18][C:17](=[O:24])[O:16][C:12]([CH3:14])([CH3:13])[CH3:15])[CH2:8][CH2:7][CH2:6][C:5]=2[CH:4]=[CH:3][CH:2]=1. (6) Given the reactants [F:1][C:2]([F:29])([F:28])[C:3]([N:5]1[CH:10]2[CH2:11][CH2:12][CH:6]1[CH2:7][CH:8]([C:13]1[N:18]3[N:19]=[C:20]([C:22]4[CH:27]=[CH:26][N:25]=[CH:24][CH:23]=4)[CH:21]=[C:17]3[N:16]=[CH:15][CH:14]=1)[CH2:9]2)=[O:4].[I:30]NC(=O)CCC(N)=O, predict the reaction product. The product is: [F:29][C:2]([F:1])([F:28])[C:3]([N:5]1[CH:6]2[CH2:12][CH2:11][CH:10]1[CH2:9][CH:8]([C:13]1[N:18]3[N:19]=[C:20]([C:22]4[CH:23]=[CH:24][N:25]=[CH:26][CH:27]=4)[C:21]([I:30])=[C:17]3[N:16]=[CH:15][CH:14]=1)[CH2:7]2)=[O:4]. (7) Given the reactants [N:1]1[C:10]2[C:5](=[CH:6][CH:7]=[CH:8][CH:9]=2)[CH:4]=[CH:3]C=1.[C:19](O[C:19]([O:21][C:22]([CH3:25])([CH3:24])[CH3:23])=[O:20])([O:21][C:22]([CH3:25])([CH3:24])[CH3:23])=[O:20].CCO[C:29]([CH3:31])=O.[CH3:32]CCCCC, predict the reaction product. The product is: [C:22]([O:21][C:19]([N:1]1[C:10]2[C:5](=[CH:6][CH:7]=[CH:8][CH:9]=2)[CH:4]=[CH:3][C:29]1([CH3:31])[CH3:32])=[O:20])([CH3:23])([CH3:24])[CH3:25]. (8) Given the reactants [Cl:1][C:2]1[CH:3]=[N:4][CH:5]=[CH:6][C:7]=1[C:8]1[N:13]=[C:12]([NH2:14])[CH:11]=[N:10][CH:9]=1.C1C(=O)N([Br:22])C(=O)C1, predict the reaction product. The product is: [Br:22][C:9]1[N:10]=[CH:11][C:12]([NH2:14])=[N:13][C:8]=1[C:7]1[CH:6]=[CH:5][N:4]=[CH:3][C:2]=1[Cl:1].